From a dataset of Full USPTO retrosynthesis dataset with 1.9M reactions from patents (1976-2016). Predict the reactants needed to synthesize the given product. (1) Given the product [Cl:1][C:2]1[CH:3]=[N:4][C:5]2[N:6]([N:8]=[C:9]([C:11]([N:24]3[CH2:23][CH:22]=[C:21]([C:17]4[CH:18]=[CH:19][CH:20]=[C:15]([F:14])[CH:16]=4)[CH2:26][CH2:25]3)=[O:13])[CH:10]=2)[CH:7]=1, predict the reactants needed to synthesize it. The reactants are: [Cl:1][C:2]1[CH:3]=[N:4][C:5]2[N:6]([N:8]=[C:9]([C:11]([OH:13])=O)[CH:10]=2)[CH:7]=1.[F:14][C:15]1[CH:16]=[C:17]([C:21]2[CH2:22][CH2:23][NH:24][CH2:25][CH:26]=2)[CH:18]=[CH:19][CH:20]=1. (2) Given the product [CH:30]1([CH2:29][N:10]2[C:11]([NH2:12])=[C:15]([NH2:14])[C:16](=[O:17])[N:8]([CH2:7][CH:1]3[CH2:6][CH2:5][CH2:4][CH2:3][CH2:2]3)[C:9]2=[O:36])[CH2:31][CH2:32][CH2:33][CH2:34][CH2:35]1, predict the reactants needed to synthesize it. The reactants are: [CH:1]1([CH2:7][N:8]2[C:16](=[O:17])[C:15]3[N:14]=C(C4C=CC(/C=C/C(O)=O)=CC=4)[NH:12][C:11]=3[N:10]([CH2:29][CH:30]3[CH2:35][CH2:34][CH2:33][CH2:32][CH2:31]3)[C:9]2=[O:36])[CH2:6][CH2:5][CH2:4][CH2:3][CH2:2]1.NC1N(CC2CCCCC2)C(=O)N(CC2CCCCC2)C(=O)C=1N=O.C(C1C=CC=CC=1C(O)=O)=O. (3) Given the product [CH2:25]([O:24][C:22](=[O:23])[NH:15][C:4]1[CH:5]=[CH:6][C:7]([N:8]2[CH2:12][CH2:11][CH:10]([C:13]#[N:14])[CH2:9]2)=[C:2]([F:1])[CH:3]=1)[C:26]1[CH:31]=[CH:30][CH:29]=[CH:28][CH:27]=1, predict the reactants needed to synthesize it. The reactants are: [F:1][C:2]1[CH:3]=[C:4]([NH2:15])[CH:5]=[CH:6][C:7]=1[N:8]1[CH2:12][CH2:11][CH:10]([C:13]#[N:14])[CH2:9]1.C(=O)([O-])O.[Na+].Cl[C:22]([O:24][CH2:25][C:26]1[CH:31]=[CH:30][CH:29]=[CH:28][CH:27]=1)=[O:23].C(Cl)Cl. (4) Given the product [Cl:3][C:4]1[CH:5]=[C:6]([F:11])[C:7]([OH:1])=[N:8][CH:9]=1, predict the reactants needed to synthesize it. The reactants are: [OH-:1].[Na+].[Cl:3][C:4]1[CH:5]=[C:6]([F:11])[C:7](F)=[N:8][CH:9]=1. (5) Given the product [NH2:1][C:2]1[CH:3]=[C:4]([CH:5]=[CH:6][C:7]=1[F:8])[O:9][C:11]1[CH:12]=[CH:13][C:14]2[N:15]([CH:17]=[C:18]([NH:20][C:21]([CH:23]3[CH2:25][CH:24]3[CH3:26])=[O:22])[N:19]=2)[N:16]=1, predict the reactants needed to synthesize it. The reactants are: [NH2:1][C:2]1[CH:3]=[C:4]([OH:9])[CH:5]=[CH:6][C:7]=1[F:8].I[C:11]1[CH:12]=[CH:13][C:14]2[N:15]([CH:17]=[C:18]([NH:20][C:21]([CH:23]3[CH2:25][CH:24]3[CH3:26])=[O:22])[N:19]=2)[N:16]=1.C(=O)([O-])[O-].[K+].[K+]. (6) Given the product [C:42]([C:39]1[CH:40]=[CH:41][C:36]([CH2:35][C@@:22]2([CH3:34])[N:21]3[C:17]([C:15]([NH:14][C@@H:12]([CH3:13])[C:11]([NH:10][C@@H:7]4[CH2:8][CH2:9][C@@H:5]([C:3]([OH:4])=[O:2])[CH2:6]4)=[O:44])=[O:16])=[CH:18][N:19]=[C:20]3[N:24]([C:25]3[CH:30]=[C:29]([Cl:31])[CH:28]=[C:27]([Cl:32])[CH:26]=3)[C:23]2=[O:33])=[CH:37][CH:38]=1)#[N:43], predict the reactants needed to synthesize it. The reactants are: C[O:2][C:3]([C@@H:5]1[CH2:9][CH2:8][C@@H:7]([NH:10][C:11](=[O:44])[C@@H:12]([NH:14][C:15]([C:17]2[N:21]3[C@@:22]([CH2:35][C:36]4[CH:41]=[CH:40][C:39]([C:42]#[N:43])=[CH:38][CH:37]=4)([CH3:34])[C:23](=[O:33])[N:24]([C:25]4[CH:30]=[C:29]([Cl:31])[CH:28]=[C:27]([Cl:32])[CH:26]=4)[C:20]3=[N:19][CH:18]=2)=[O:16])[CH3:13])[CH2:6]1)=[O:4].Cl.O1CCOCC1. (7) Given the product [F:1][C:2]1[C:3]([C:34]([F:35])([F:36])[F:37])=[C:4]([CH:9]2[CH2:14][CH2:13][N:12]([C:15]([C:17]3[C:25]4[CH2:24][CH2:23][N:22]([CH2:26][C:27]([OH:29])=[O:28])[CH2:21][C:20]=4[NH:19][N:18]=3)=[O:16])[CH2:11][CH2:10]2)[CH:5]=[CH:6][C:7]=1[F:8], predict the reactants needed to synthesize it. The reactants are: [F:1][C:2]1[C:3]([C:34]([F:37])([F:36])[F:35])=[C:4]([CH:9]2[CH2:14][CH2:13][N:12]([C:15]([C:17]3[C:25]4[CH2:24][CH2:23][N:22]([CH2:26][C:27]([O:29]C(C)(C)C)=[O:28])[CH2:21][C:20]=4[NH:19][N:18]=3)=[O:16])[CH2:11][CH2:10]2)[CH:5]=[CH:6][C:7]=1[F:8].C(O)(C(F)(F)F)=O. (8) Given the product [CH3:68][C:50]1[C:49]2[CH:69]=[C:45]([N:29]3[CH2:33][CH2:32][CH2:31][CH2:30]3)[CH:46]=[CH:47][C:48]=2[S:52][C:51]=1[S:53]([NH:56][C:57]1[CH:62]=[CH:61][CH:60]=[C:59]([C:63]2[NH:64][N:65]=[N:66][N:67]=2)[CH:58]=1)(=[O:55])=[O:54], predict the reactants needed to synthesize it. The reactants are: C1(P(C2CCCCC2)C2C=CC=CC=2C2C=CC=CC=2N(C)C)CCCCC1.[NH:29]1[CH2:33][CH2:32][CH2:31][CH2:30]1.[Li+].C[Si]([N-][Si](C)(C)C)(C)C.Br[C:45]1[CH:46]=[CH:47][C:48]2[S:52][C:51]([S:53]([NH:56][C:57]3[CH:62]=[CH:61][CH:60]=[C:59]([C:63]4[NH:67][N:66]=[N:65][N:64]=4)[CH:58]=3)(=[O:55])=[O:54])=[C:50]([CH3:68])[C:49]=2[CH:69]=1.Cl.[OH-].[Na+].